This data is from Reaction yield outcomes from USPTO patents with 853,638 reactions. The task is: Predict the reaction yield, written as a fraction of the theoretical maximum amount of product (1.0 means a 100% yield; for example, 0.34 means a 34% yield). (1) The reactants are FC(F)(F)C(O)=O.[CH3:8][O:9][C:10](=[O:39])[C@@H:11]([NH:14][C:15]([C:17]1[S:18][C:19]([C:26](=[O:38])[NH:27][CH2:28][C:29]2[CH:37]=[CH:36][CH:35]=[C:34]3[C:30]=2[CH:31]=[CH:32][NH:33]3)=[CH:20][C:21]=1[C:22]([F:25])([F:24])[F:23])=[O:16])[CH2:12][NH2:13].C(N(CC)CC)C.CN(C(ON1N=NC2C=CC=CC1=2)=[N+](C)C)C.F[P-](F)(F)(F)(F)F.C1C=CC2N(O)N=NC=2C=1.[S:81]1[CH:85]=[CH:84][CH:83]=[C:82]1[C:86](O)=[O:87]. The catalyst is CN(C=O)C.CCOC(C)=O. The product is [CH3:8][O:9][C:10](=[O:39])[C@@H:11]([NH:14][C:15]([C:17]1[S:18][C:19]([C:26](=[O:38])[NH:27][CH2:28][C:29]2[CH:37]=[CH:36][CH:35]=[C:34]3[C:30]=2[CH:31]=[CH:32][NH:33]3)=[CH:20][C:21]=1[C:22]([F:24])([F:25])[F:23])=[O:16])[CH2:12][NH:13][C:86]([C:82]1[S:81][CH:85]=[CH:84][CH:83]=1)=[O:87]. The yield is 0.610. (2) The reactants are [C:1]([O:9][C@H:10]([CH3:13])[CH2:11]Br)(=[O:8])[C:2]1[CH:7]=[CH:6][CH:5]=[CH:4][CH:3]=1.C([N+](CCCC)(CCCC)CCCC)CCC.[OH:31][C:32]1[CH:33]=[C:34]([CH2:39][C@H:40]([NH:44][C:45]([O:47][C:48]([CH3:51])([CH3:50])[CH3:49])=[O:46])[C:41]([O-:43])=[O:42])[CH:35]=[CH:36][C:37]=1[OH:38].C(=O)(O)[O-].[Cs+]. The catalyst is CN(C)C(=O)C. The product is [C:48]([O:47][C:45]([NH:44][C@@H:40]([CH2:39][C:34]1[CH:35]=[CH:36][C:37]([OH:38])=[C:32]([OH:31])[CH:33]=1)[C:41]([O:43][CH2:11][C@H:10]([O:9][C:1]([C:2]1[CH:7]=[CH:6][CH:5]=[CH:4][CH:3]=1)=[O:8])[CH3:13])=[O:42])=[O:46])([CH3:51])([CH3:49])[CH3:50]. The yield is 0.680. (3) The reactants are C(OC([N:8]1[CH2:13][CH2:12][CH2:11][CH:10]([NH:14][CH2:15][C:16]([CH3:26])=[CH:17][C:18]2[CH:23]=[CH:22][C:21]([F:24])=[CH:20][C:19]=2[F:25])[CH2:9]1)=O)(C)(C)C.[CH3:27][O:28][C:29]1[CH:30]=[C:31]([CH:35]=[C:36]([O:40][CH3:41])[C:37]=1[O:38][CH3:39])[C:32](O)=[O:33].S(Cl)(Cl)=O.Cl. The catalyst is O1CCOCC1.C(N(CC)CC)C. The product is [F:25][C:19]1[CH:20]=[C:21]([F:24])[CH:22]=[CH:23][C:18]=1[CH:17]=[C:16]([CH3:26])[CH2:15][N:14]([CH:10]1[CH2:11][CH2:12][CH2:13][NH:8][CH2:9]1)[C:32](=[O:33])[C:31]1[CH:30]=[C:29]([O:28][CH3:27])[C:37]([O:38][CH3:39])=[C:36]([O:40][CH3:41])[CH:35]=1. The yield is 0.330. (4) The reactants are [CH3:1][O:2][C:3]([C:5]1[CH:6]=[C:7]2[C:12](=[CH:13][CH:14]=1)[NH:11][CH:10]([C:15]1[CH:20]=[CH:19][C:18]([N+:21]([O-])=O)=[CH:17][CH:16]=1)[C:9]([CH3:25])([CH3:24])[CH2:8]2)=[O:4]. The catalyst is CO.O.[Fe]. The product is [NH2:21][C:18]1[CH:17]=[CH:16][C:15]([CH:10]2[C:9]([CH3:24])([CH3:25])[CH2:8][C:7]3[C:12](=[CH:13][CH:14]=[C:5]([C:3]([O:2][CH3:1])=[O:4])[CH:6]=3)[NH:11]2)=[CH:20][CH:19]=1. The yield is 0.960. (5) The reactants are [F:1][C:2]([F:15])([F:14])[C:3]1[CH:13]=[CH:12][C:6](/[CH:7]=[CH:8]/[C:9]([OH:11])=O)=[CH:5][CH:4]=1.ClC(N(C)C)=C(C)C.CCN(C(C)C)C(C)C.[CH2:33]([N:40]1[CH2:45][CH2:44][N:43]([C:46](=[O:68])[C@@H:47]([NH:55][CH2:56][C:57]2[CH:62]=[CH:61][C:60]([O:63][CH2:64][CH2:65][CH2:66][CH3:67])=[CH:59][CH:58]=2)[CH2:48][C:49]2[CH:54]=[CH:53][CH:52]=[CH:51][CH:50]=2)[CH2:42][CH2:41]1)[C:34]1[CH:39]=[CH:38][CH:37]=[CH:36][CH:35]=1. The catalyst is C(Cl)Cl. The product is [CH2:48]([C@H:47]([N:55]([CH2:56][C:57]1[CH:58]=[CH:59][C:60]([O:63][CH2:64][CH2:65][CH2:66][CH3:67])=[CH:61][CH:62]=1)[C:9](=[O:11])[CH:8]=[CH:7][C:6]1[CH:5]=[CH:4][C:3]([C:2]([F:1])([F:15])[F:14])=[CH:13][CH:12]=1)[C:46]([N:43]1[CH2:42][CH2:41][N:40]([CH2:33][C:34]2[CH:39]=[CH:38][CH:37]=[CH:36][CH:35]=2)[CH2:45][CH2:44]1)=[O:68])[C:49]1[CH:50]=[CH:51][CH:52]=[CH:53][CH:54]=1. The yield is 0.570. (6) The product is [CH2:1]([N:8]1[CH2:9][CH2:10][CH:11]([C:14]([C:17]2[CH:22]=[CH:21][C:20]([C:23]([F:26])([F:24])[F:25])=[CH:19][C:18]=2[F:27])=[O:15])[CH2:12][CH2:13]1)[C:2]1[CH:7]=[CH:6][CH:5]=[CH:4][CH:3]=1. The yield is 0.920. The reactants are [CH2:1]([N:8]1[CH2:13][CH2:12][C:11](=[C:14]([C:17]2[CH:22]=[CH:21][C:20]([C:23]([F:26])([F:25])[F:24])=[CH:19][C:18]=2[F:27])[O:15]C)[CH2:10][CH2:9]1)[C:2]1[CH:7]=[CH:6][CH:5]=[CH:4][CH:3]=1.[OH-].[Na+]. The catalyst is CC(C)=O.Cl.